From a dataset of Full USPTO retrosynthesis dataset with 1.9M reactions from patents (1976-2016). Predict the reactants needed to synthesize the given product. (1) Given the product [CH3:6][O:7][C:8]1[CH:9]=[C:10]2[CH2:19][CH:18]([CH2:20][CH:21]3[CH2:22][CH2:23][N:24]([CH2:27][C:28]4[CH:33]=[CH:32][CH:31]=[CH:30][CH:29]=4)[CH2:25][CH2:26]3)[C:16](=[O:17])[C:11]2=[CH:12][C:13]=1[O:14][CH3:15].[P:1]([O-:5])([O-:4])([O-:3])=[O:2], predict the reactants needed to synthesize it. The reactants are: [P:1](=[O:5])([OH:4])([OH:3])[OH:2].[CH3:6][O:7][C:8]1[CH:9]=[C:10]2[CH2:19][CH:18]([CH2:20][CH:21]3[CH2:26][CH2:25][N:24]([CH2:27][C:28]4[CH:29]=[CH:30][CH:31]=[CH:32][CH:33]=4)[CH2:23][CH2:22]3)[C:16](=[O:17])[C:11]2=[CH:12][C:13]=1[O:14][CH3:15]. (2) Given the product [CH3:13][O:12][C:7]1[CH:6]=[C:5]2[C:10]([CH:11]=[C:2]([C:17]3[CH:25]=[CH:24][C:20]([C:21]([OH:23])=[O:22])=[CH:19][CH:18]=3)[N:3]=[CH:4]2)=[CH:9][CH:8]=1, predict the reactants needed to synthesize it. The reactants are: Cl[C:2]1[N:3]=[CH:4][C:5]2[C:10]([CH:11]=1)=[CH:9][CH:8]=[C:7]([O:12][CH3:13])[CH:6]=2.B([C:17]1[CH:25]=[CH:24][C:20]([C:21]([OH:23])=[O:22])=[CH:19][CH:18]=1)(O)O. (3) Given the product [Br:18][C:15]1[S:14][C:4]2=[N:5][C:6]([CH3:13])=[C:7]([C:8]([O:10][CH2:11][CH3:12])=[O:9])[C:2]([NH:1][S:32]([C:28]3[CH:29]=[CH:30][CH:31]=[C:26]([Cl:25])[CH:27]=3)(=[O:34])=[O:33])=[C:3]2[C:16]=1[CH3:17], predict the reactants needed to synthesize it. The reactants are: [NH2:1][C:2]1[C:7]([C:8]([O:10][CH2:11][CH3:12])=[O:9])=[C:6]([CH3:13])[N:5]=[C:4]2[S:14][C:15]([Br:18])=[C:16]([CH3:17])[C:3]=12.CC(C)([O-])C.[Na+].[Cl:25][C:26]1[CH:27]=[C:28]([S:32](Cl)(=[O:34])=[O:33])[CH:29]=[CH:30][CH:31]=1. (4) Given the product [Cl:24][C:25]1[CH:30]=[CH:29][C:28]([C:2]2[CH:3]=[CH:4][C:5]([C:8]#[C:9][C:10]3[CH:15]=[CH:14][C:13]([O:16][CH2:17][CH2:18][N:19]4[CH2:23][CH2:22][CH2:21][CH2:20]4)=[CH:12][CH:11]=3)=[N:6][CH:7]=2)=[CH:27][CH:26]=1, predict the reactants needed to synthesize it. The reactants are: Br[C:2]1[CH:3]=[CH:4][C:5]([C:8]#[C:9][C:10]2[CH:15]=[CH:14][C:13]([O:16][CH2:17][CH2:18][N:19]3[CH2:23][CH2:22][CH2:21][CH2:20]3)=[CH:12][CH:11]=2)=[N:6][CH:7]=1.[Cl:24][C:25]1[CH:30]=[CH:29][C:28](OB(O)O)=[CH:27][CH:26]=1.C([O-])([O-])=O.[Na+].[Na+]. (5) Given the product [CH2:1]([O:3][C:4]([C:6]1[O:7][C:8]2[CH:14]=[CH:13][C:12]([OH:15])=[CH:11][C:9]=2[CH:10]=1)=[O:5])[CH3:2], predict the reactants needed to synthesize it. The reactants are: [CH2:1]([O:3][C:4]([C:6]1[O:7][C:8]2[CH:14]=[CH:13][C:12]([O:15]C)=[CH:11][C:9]=2[CH:10]=1)=[O:5])[CH3:2].B(Br)(Br)Br.